This data is from Catalyst prediction with 721,799 reactions and 888 catalyst types from USPTO. The task is: Predict which catalyst facilitates the given reaction. Reactant: [CH3:1][C:2]1[CH:3]=[C:4]([NH:16][C:17]2[C:27]3[CH:26]=[C:25]([C:28]([OH:30])=[O:29])[CH2:24][CH2:23][NH:22][C:21]=3[N:20]=[CH:19][N:18]=2)[CH:5]=[CH:6][C:7]=1[O:8][C:9]1[CH:10]=[N:11][C:12]([CH3:15])=[CH:13][CH:14]=1.[CH2:31]([NH2:35])[CH:32]([CH3:34])[CH3:33].ON1C2C=CC=CC=2N=N1.Cl.C(N=C=NCCCN(C)C)C. Product: [CH:28]([OH:30])=[O:29].[CH2:31]([NH:35][C:28]([C:25]1[CH2:24][CH2:23][NH:22][C:21]2[N:20]=[CH:19][N:18]=[C:17]([NH:16][C:4]3[CH:5]=[CH:6][C:7]([O:8][C:9]4[CH:10]=[N:11][C:12]([CH3:15])=[CH:13][CH:14]=4)=[C:2]([CH3:1])[CH:3]=3)[C:27]=2[CH:26]=1)=[O:29])[CH:32]([CH3:34])[CH3:33]. The catalyst class is: 9.